From a dataset of Full USPTO retrosynthesis dataset with 1.9M reactions from patents (1976-2016). Predict the reactants needed to synthesize the given product. (1) Given the product [CH2:12]([NH:19][C:20]([C:22]1[S:26][C:25]([NH:27][C:9](=[O:10])[CH2:8][CH2:7][C:1]2[CH:6]=[CH:5][CH:4]=[CH:3][CH:2]=2)=[N:24][C:23]=1[CH3:28])=[O:21])[C:13]1[CH:18]=[CH:17][CH:16]=[CH:15][CH:14]=1, predict the reactants needed to synthesize it. The reactants are: [C:1]1([CH2:7][CH2:8][C:9](Cl)=[O:10])[CH:6]=[CH:5][CH:4]=[CH:3][CH:2]=1.[CH2:12]([NH:19][C:20]([C:22]1[S:26][C:25]([NH2:27])=[N:24][C:23]=1[CH3:28])=[O:21])[C:13]1[CH:18]=[CH:17][CH:16]=[CH:15][CH:14]=1. (2) Given the product [CH3:10][O:9][C:5]1[C:4]([O:11][CH3:13])=[C:3]([O:2][CH3:1])[CH:8]=[CH:7][CH:6]=1, predict the reactants needed to synthesize it. The reactants are: [CH3:1][O:2][C:3]1[CH:8]=[CH:7][CH:6]=[C:5]([O:9][CH3:10])[C:4]=1[OH:11].N12CCCN=C1CCCC[CH2:13]2. (3) Given the product [F:11][C:8]([F:9])([F:10])[C:3]1[CH:4]=[CH:5][CH:6]=[CH:7][C:2]=1[O:1][C:19]1[N:24]=[C:23]([O:15][C:12]2[CH:5]=[CH:6][CH:7]=[CH:2][C:3]=2[C:8]([F:11])([F:10])[F:9])[N:22]=[C:21]([NH:26][C:27]2[CH:32]=[CH:31][C:30]([N:33]3[CH:37]=[C:36]([CH3:38])[N:35]=[CH:34]3)=[C:29]([O:39][CH3:40])[CH:28]=2)[N:20]=1, predict the reactants needed to synthesize it. The reactants are: [OH:1][C:2]1[CH:7]=[CH:6][CH:5]=[CH:4][C:3]=1[C:8]([F:11])([F:10])[F:9].[C:12](=[O:15])([O-])[O-].[K+].[K+].Cl[C:19]1[N:24]=[C:23](Cl)[N:22]=[C:21]([NH:26][C:27]2[CH:32]=[CH:31][C:30]([N:33]3[CH:37]=[C:36]([CH3:38])[N:35]=[CH:34]3)=[C:29]([O:39][CH3:40])[CH:28]=2)[N:20]=1. (4) The reactants are: [C:1]([O:5][C:6](=[O:29])[NH:7][CH:8]([C:23]1[CH:28]=[CH:27][CH:26]=[CH:25][CH:24]=1)[C:9]1[CH:14]=[CH:13][CH:12]=[C:11]([O:15][CH2:16][CH:17]2[CH2:22][CH2:21][NH:20][CH2:19][CH2:18]2)[CH:10]=1)([CH3:4])([CH3:3])[CH3:2].[CH:30]([C:32]1[CH:48]=[CH:47][C:35]([C:36]([O:38][CH2:39][CH2:40][CH2:41][CH:42]2[O:46][CH2:45][CH2:44][O:43]2)=[O:37])=[CH:34][CH:33]=1)=O.C(O[BH-](OC(=O)C)OC(=O)C)(=O)C.[Na+]. Given the product [C:1]([O:5][C:6]([NH:7][CH:8]([C:23]1[CH:28]=[CH:27][CH:26]=[CH:25][CH:24]=1)[C:9]1[CH:10]=[C:11]([CH:12]=[CH:13][CH:14]=1)[O:15][CH2:16][CH:17]1[CH2:18][CH2:19][N:20]([CH2:30][C:32]2[CH:33]=[CH:34][C:35]([C:36]([O:38][CH2:39][CH2:40][CH2:41][CH:42]3[O:43][CH2:44][CH2:45][O:46]3)=[O:37])=[CH:47][CH:48]=2)[CH2:21][CH2:22]1)=[O:29])([CH3:4])([CH3:2])[CH3:3], predict the reactants needed to synthesize it.